Predict the product of the given reaction. From a dataset of Forward reaction prediction with 1.9M reactions from USPTO patents (1976-2016). (1) Given the reactants Br[CH2:2][C:3]#[C:4][CH2:5][CH3:6].[O:7]=[CH:8][C:9]1[CH:17]=[CH:16][C:14]([OH:15])=[C:11]([O:12][CH3:13])[CH:10]=1.C(=O)([O-])[O-].[K+].[K+], predict the reaction product. The product is: [CH3:13][O:12][C:11]1[CH:10]=[C:9]([CH:17]=[CH:16][C:14]=1[O:15][CH2:2][C:3]#[C:4][CH2:5][CH3:6])[CH:8]=[O:7]. (2) Given the reactants Cl.[N:2]1[CH:3]=[C:4]([C:11](Cl)=[O:12])[N:5]2[CH:10]=[CH:9][CH:8]=[CH:7][C:6]=12.[NH2:14][C:15]1[CH:16]=[C:17]([CH:35]=[CH:36][C:37]=1[Br:38])[C:18]([NH:20][CH2:21][C:22]1[CH:27]=[CH:26][CH:25]=[CH:24][C:23]=1[N:28]1[CH2:33][CH2:32][N:31]([CH3:34])[CH2:30][CH2:29]1)=[O:19], predict the reaction product. The product is: [Br:38][C:37]1[CH:36]=[CH:35][C:17]([C:18](=[O:19])[NH:20][CH2:21][C:22]2[CH:27]=[CH:26][CH:25]=[CH:24][C:23]=2[N:28]2[CH2:29][CH2:30][N:31]([CH3:34])[CH2:32][CH2:33]2)=[CH:16][C:15]=1[NH:14][C:11]([C:4]1[N:5]2[CH:10]=[CH:9][CH:8]=[CH:7][C:6]2=[N:2][CH:3]=1)=[O:12]. (3) Given the reactants [CH2:1]([O:8][C:9](=[O:21])[CH2:10][CH2:11][C:12]([O:14][CH:15]([O:17][C:18](=[O:20])[CH3:19])[CH3:16])=[O:13])[C:2]1[CH:7]=C[CH:5]=[CH:4][CH:3]=1, predict the reaction product. The product is: [CH3:5][CH2:4][CH2:3][CH:2]([CH3:7])[CH3:1].[C:18]([O:17][CH:15]([O:14][C:12](=[O:13])[CH2:11][CH2:10][C:9]([OH:21])=[O:8])[CH3:16])(=[O:20])[CH3:19]. (4) Given the reactants [C:1]([O:5][C:6]([N:8]1[CH2:13][CH2:12][CH2:11][C:10]([C:17]2[CH:22]=[N:21][CH:20]=[C:19]([Cl:23])[N:18]=2)(C(O)=O)[CH2:9]1)=[O:7])([CH3:4])([CH3:3])[CH3:2], predict the reaction product. The product is: [C:1]([O:5][C:6]([N:8]1[CH2:13][CH2:12][CH2:11][CH:10]([C:17]2[CH:22]=[N:21][CH:20]=[C:19]([Cl:23])[N:18]=2)[CH2:9]1)=[O:7])([CH3:4])([CH3:2])[CH3:3]. (5) Given the reactants [N+:1]([O-:4])([O-])=[O:2].[Na+].[Cl:6][C:7]1[CH:8]=[C:9]2[C:17](=[CH:18][CH:19]=1)[NH:16][C:15]1[CH:14]=[N:13][CH:12]=[C:11]([F:20])[C:10]2=1.CO.C(=O)(O)[O-].[Na+], predict the reaction product. The product is: [Cl:6][C:7]1[CH:8]=[C:9]2[C:17](=[C:18]([N+:1]([O-:4])=[O:2])[CH:19]=1)[NH:16][C:15]1[CH:14]=[N:13][CH:12]=[C:11]([F:20])[C:10]2=1. (6) Given the reactants CS(C)=O.C(Cl)(=O)C(Cl)=O.C(Cl)Cl.[OH:14][CH2:15][CH:16]1[CH2:19][C:18]([CH2:42][C:43]#[N:44])([N:20]2[CH:24]=[C:23]([C:25]3[C:26]4[CH:33]=[CH:32][N:31]([CH2:34][O:35][CH2:36][CH2:37][Si:38]([CH3:41])([CH3:40])[CH3:39])[C:27]=4[N:28]=[CH:29][N:30]=3)[CH:22]=[N:21]2)[CH2:17]1.C(N(CC)CC)C, predict the reaction product. The product is: [CH:15]([CH:16]1[CH2:17][C:18]([CH2:42][C:43]#[N:44])([N:20]2[CH:24]=[C:23]([C:25]3[C:26]4[CH:33]=[CH:32][N:31]([CH2:34][O:35][CH2:36][CH2:37][Si:38]([CH3:39])([CH3:41])[CH3:40])[C:27]=4[N:28]=[CH:29][N:30]=3)[CH:22]=[N:21]2)[CH2:19]1)=[O:14]. (7) Given the reactants [Cl:1][C:2]1[CH:7]=[CH:6][C:5]([I:8])=[CH:4][C:3]=1[OH:9].O[CH:11]1[CH2:16][CH2:15][N:14]([C:17]([O:19][C:20]([CH3:23])([CH3:22])[CH3:21])=[O:18])[CH2:13][CH2:12]1.C1(P(C2C=CC=CC=2)C2C=CC=CC=2)C=CC=CC=1.N(C(OCC)=O)=NC(OCC)=O, predict the reaction product. The product is: [C:20]([O:19][C:17]([N:14]1[CH2:15][CH2:16][CH:11]([O:9][C:3]2[CH:4]=[C:5]([I:8])[CH:6]=[CH:7][C:2]=2[Cl:1])[CH2:12][CH2:13]1)=[O:18])([CH3:23])([CH3:21])[CH3:22]. (8) Given the reactants [CH2:1]([Mg]Br)[CH3:2].[CH3:5][O:6][C:7](=[O:25])[CH:8]=[C:9]1[CH2:14][CH2:13][N:12]([C:15]2[S:16][C:17]3[CH:23]=[C:22]([Cl:24])[CH:21]=[CH:20][C:18]=3[N:19]=2)[CH2:11][CH2:10]1.FC(F)(F)S(O[Si](C)(C)C)(=O)=O.C(=O)([O-])O.[Na+], predict the reaction product. The product is: [CH3:5][O:6][C:7](=[O:25])[CH2:8][C:9]1([CH2:1][CH3:2])[CH2:10][CH2:11][N:12]([C:15]2[S:16][C:17]3[CH:23]=[C:22]([Cl:24])[CH:21]=[CH:20][C:18]=3[N:19]=2)[CH2:13][CH2:14]1. (9) Given the reactants [CH2:1]([O:3][C:4]([C:6]1[C:7]([CH2:11][OH:12])=[N:8][NH:9][CH:10]=1)=[O:5])[CH3:2], predict the reaction product. The product is: [CH2:1]([O:3][C:4]([C:6]1[C:7]([CH:11]=[O:12])=[N:8][NH:9][CH:10]=1)=[O:5])[CH3:2].